This data is from Reaction yield outcomes from USPTO patents with 853,638 reactions. The task is: Predict the reaction yield, written as a fraction of the theoretical maximum amount of product (1.0 means a 100% yield; for example, 0.34 means a 34% yield). (1) The reactants are [N:1]1[CH:6]=[CH:5][N:4]=[CH:3][C:2]=1[C:7]([OH:9])=O.C(N1C=CN=C1)(N1C=CN=C1)=O.[NH2:22][C:23]1[CH:24]=[C:25]([CH:29]2[C:38]([CH3:40])([CH3:39])[CH2:37][C:36]3[C:31](=[CH:32][CH:33]=[C:34]([C:41]([NH:43][S:44]([CH3:47])(=[O:46])=[O:45])=[O:42])[CH:35]=3)[NH:30]2)[CH:26]=[CH:27][CH:28]=1. The catalyst is CN(C)C=O. The product is [CH3:47][S:44]([NH:43][C:41]([C:34]1[CH:35]=[C:36]2[C:31](=[CH:32][CH:33]=1)[NH:30][CH:29]([C:25]1[CH:24]=[C:23]([NH:22][C:7]([C:2]3[CH:3]=[N:4][CH:5]=[CH:6][N:1]=3)=[O:9])[CH:28]=[CH:27][CH:26]=1)[C:38]([CH3:40])([CH3:39])[CH2:37]2)=[O:42])(=[O:45])=[O:46]. The yield is 0.0700. (2) The reactants are [Br:1][C:2]1[CH:3]=[C:4]([NH2:8])[CH:5]=[N:6][CH:7]=1.[CH:9]1([S:12](Cl)(=[O:14])=[O:13])[CH2:11][CH2:10]1.O1CCOCC1.N1C=CC=CC=1. The catalyst is ClCCl. The product is [Br:1][C:2]1[CH:3]=[C:4]([NH:8][S:12]([CH:9]2[CH2:11][CH2:10]2)(=[O:14])=[O:13])[CH:5]=[N:6][CH:7]=1. The yield is 0.800. (3) The reactants are [CH3:1][O:2][C:3](=[O:18])[C:4]1[CH:9]=[CH:8][C:7]([S:10][C:11]2[CH:16]=[CH:15][C:14]([CH3:17])=[CH:13][N:12]=2)=[CH:6][CH:5]=1.C1C(=O)N([Br:26])C(=O)C1.C(OOC(=O)C1C=CC=CC=1)(=O)C1C=CC=CC=1. The catalyst is C(Cl)(Cl)(Cl)Cl. The product is [CH3:1][O:2][C:3](=[O:18])[C:4]1[CH:9]=[CH:8][C:7]([S:10][C:11]2[CH:16]=[CH:15][C:14]([CH2:17][Br:26])=[CH:13][N:12]=2)=[CH:6][CH:5]=1. The yield is 0.440.